This data is from Forward reaction prediction with 1.9M reactions from USPTO patents (1976-2016). The task is: Predict the product of the given reaction. (1) The product is: [ClH:1].[Cl:1][C:2]1[CH:25]=[CH:24][C:5]([O:6][C:7]2[CH:23]=[CH:22][C:10]([O:11][CH2:12][C@@H:13]3[CH2:17][CH2:16][CH2:15][N:14]3[CH2:18][CH2:19][CH2:20][NH:21][C:35](=[O:37])[CH3:36])=[CH:9][CH:8]=2)=[CH:4][CH:3]=1. Given the reactants [Cl:1][C:2]1[CH:25]=[CH:24][C:5]([O:6][C:7]2[CH:23]=[CH:22][C:10]([O:11][CH2:12][C@@H:13]3[CH2:17][CH2:16][CH2:15][N:14]3[CH2:18][CH2:19][CH2:20][NH2:21])=[CH:9][CH:8]=2)=[CH:4][CH:3]=1.C(N(C(C)C)CC)(C)C.[C:35](OC(=O)C)(=[O:37])[CH3:36], predict the reaction product. (2) Given the reactants O1[C:5]2([CH2:10][CH2:9][N:8]([C:11]3[C:20]([F:21])=[C:19]4[C:14]([CH:15]=[CH:16][CH:17]=[N:18]4)=[CH:13][CH:12]=3)[CH2:7][CH2:6]2)[O:4]CC1.Cl.[OH-].[Na+], predict the reaction product. The product is: [F:21][C:20]1[C:11]([N:8]2[CH2:7][CH2:6][C:5](=[O:4])[CH2:10][CH2:9]2)=[CH:12][CH:13]=[C:14]2[C:19]=1[N:18]=[CH:17][CH:16]=[CH:15]2.